Dataset: Full USPTO retrosynthesis dataset with 1.9M reactions from patents (1976-2016). Task: Predict the reactants needed to synthesize the given product. (1) Given the product [O:23]([C:16]1[CH:17]=[CH:18][C:13]([O:1][CH:2]2[CH:7]3[CH2:8][CH2:9][N:4]([CH2:5][CH2:6]3)[CH2:3]2)=[N:14][CH:15]=1)[C:20]1[CH:3]=[CH:2][CH:7]=[CH:6][CH:5]=1, predict the reactants needed to synthesize it. The reactants are: [OH:1][CH:2]1[CH:7]2[CH2:8][CH2:9][N:4]([CH2:5][CH2:6]2)[CH2:3]1.[H-].[Na+].Cl[C:13]1[CH:18]=[CH:17][C:16](Br)=[CH:15][N:14]=1.[C:20]([O-:23])([O-])=O.[Na+].[Na+]. (2) Given the product [F:1][C:2]1[CH:11]=[C:10]([F:12])[CH:9]=[C:8]2[C:3]=1[C:4]([NH:20][C:21]1[C:28]([C:40]3[CH:41]=[N:42][CH:43]=[C:38]([O:37][CH3:36])[CH:39]=3)=[CH:27][C:24]([C:25]#[N:26])=[C:23]([N:30]3[CH2:35][CH2:34][O:33][CH2:32][CH2:31]3)[CH:22]=1)=[C:5]([CH3:19])[C:6]([C:13]1[CH:18]=[CH:17][CH:16]=[CH:15][N:14]=1)=[N:7]2, predict the reactants needed to synthesize it. The reactants are: [F:1][C:2]1[CH:11]=[C:10]([F:12])[CH:9]=[C:8]2[C:3]=1[C:4]([NH:20][C:21]1[C:28](I)=[CH:27][C:24]([C:25]#[N:26])=[C:23]([N:30]3[CH2:35][CH2:34][O:33][CH2:32][CH2:31]3)[CH:22]=1)=[C:5]([CH3:19])[C:6]([C:13]1[CH:18]=[CH:17][CH:16]=[CH:15][N:14]=1)=[N:7]2.[CH3:36][O:37][C:38]1[CH:39]=[C:40](B(O)O)[CH:41]=[N:42][CH:43]=1.C1(P(C2CCCCC2)C2CCCCC2)CCCCC1.[O-]P([O-])([O-])=O.[K+].[K+].[K+]. (3) Given the product [Cl:19][C:16]1[CH:17]=[CH:18][C:13]([C:10]2([CH2:9][NH:8][C:6]([C:5]3[CH:20]=[CH:21][C:2]([S:27]([Cl:30])(=[O:29])=[O:28])=[C:3]([F:22])[CH:4]=3)=[O:7])[CH2:12][CH2:11]2)=[CH:14][CH:15]=1, predict the reactants needed to synthesize it. The reactants are: N[C:2]1[CH:21]=[CH:20][C:5]([C:6]([NH:8][CH2:9][C:10]2([C:13]3[CH:18]=[CH:17][C:16]([Cl:19])=[CH:15][CH:14]=3)[CH2:12][CH2:11]2)=[O:7])=[CH:4][C:3]=1[F:22].N([O-])=O.[Na+].[S:27](=[O:29])=[O:28].[ClH:30]. (4) Given the product [CH2:12]([O:11][C:9](=[O:10])[C:7]1[CH:8]=[C:3]([C:1]#[N:2])[C:4]([N:15]2[CH2:16][CH2:17][CH:18]([C:21]([NH:36][S:33]([CH2:32][C:29]3[CH:30]=[CH:31][C:26]([C:24]#[N:25])=[CH:27][CH:28]=3)(=[O:34])=[O:35])=[O:23])[CH2:19][CH2:20]2)=[N:5][C:6]=1[CH3:14])[CH3:13], predict the reactants needed to synthesize it. The reactants are: [C:1]([C:3]1[C:4]([N:15]2[CH2:20][CH2:19][CH:18]([C:21]([OH:23])=O)[CH2:17][CH2:16]2)=[N:5][C:6]([CH3:14])=[C:7]([C:9]([O:11][CH2:12][CH3:13])=[O:10])[CH:8]=1)#[N:2].[C:24]([C:26]1[CH:31]=[CH:30][C:29]([CH2:32][S:33]([NH2:36])(=[O:35])=[O:34])=[CH:28][CH:27]=1)#[N:25].CN(C(ON1N=NC2C=CC=NC1=2)=[N+](C)C)C.F[P-](F)(F)(F)(F)F.C1CCN2C(=NCCC2)CC1. (5) Given the product [OH:44][C:41]([CH3:42])([CH3:46])[CH2:81][O:80][C:85]1[CH:39]=[CH:33][C:34]([O:35][B:31]([C:2]2[CH:7]=[CH:6][NH:5][C:4](=[O:22])[CH:3]=2)[OH:32])=[CH:37][C:84]=1[O:83][CH3:82], predict the reactants needed to synthesize it. The reactants are: Cl[C:2]1[CH:7]=[CH:6][N:5](C2C=CC(OCC(O)(C)C)=C(OC)C=2)[C:4](=[O:22])[CH:3]=1.[CH3:39][C:33]1(C)[C:34](C)([CH3:37])[O:35][B:31]([B:31]2[O:35][C:34]([CH3:37])(C)[C:33]([CH3:39])(C)[O:32]2)[O:32]1.[C:41]([O-:44])(=O)[CH3:42].[K+].[CH3:46]C(C1C=C(C(C)C)C(C2C=CC=CC=2P(C2CCCCC2)C2CCCCC2)=C(C(C)C)C=1)C.[O:80]1[CH2:85][CH2:84][O:83][CH2:82][CH2:81]1. (6) Given the product [CH:1]1([CH2:4][O:5][C:6]2[CH:11]=[C:10]([CH:9]=[CH:8][C:7]=2[O:22][C:24]2[CH:25]=[CH:26][C:27]3[N:28]([C:30]([N+:33]([O-:35])=[O:34])=[CH:31][N:32]=3)[N:29]=2)[CH2:12][NH:13][C:14]2[CH:19]=[C:18]([CH3:20])[N:17]=[C:16]([CH3:21])[N:15]=2)[CH2:3][CH2:2]1, predict the reactants needed to synthesize it. The reactants are: [CH:1]1([CH2:4][O:5][C:6]2[CH:11]=[C:10]([CH2:12][NH:13][C:14]3[CH:19]=[C:18]([CH3:20])[N:17]=[C:16]([CH3:21])[N:15]=3)[CH:9]=[CH:8][C:7]=2[OH:22])[CH2:3][CH2:2]1.Cl[C:24]1[CH:25]=[CH:26][C:27]2[N:28]([C:30]([N+:33]([O-:35])=[O:34])=[CH:31][N:32]=2)[N:29]=1.C(=O)([O-])[O-].[K+].[K+].